Dataset: Catalyst prediction with 721,799 reactions and 888 catalyst types from USPTO. Task: Predict which catalyst facilitates the given reaction. (1) Reactant: [NH2:1][C:2]1[N:6]=[CH:5][NH:4][N:3]=1.[C:7]([N+:11]#[C-:12])([CH3:10])([CH3:9])[CH3:8].[CH3:13][C:14]1[CH:21]=[CH:20][CH:19]=[CH:18][C:15]=1[CH:16]=O. Product: [C:7]([NH:11][C:12]1[N:3]2[NH:4][CH:5]=[N:6][C:2]2=[N:1][C:13]=1[C:14]1[CH:21]=[CH:20][CH:19]=[CH:18][C:15]=1[CH3:16])([CH3:10])([CH3:9])[CH3:8]. The catalyst class is: 519. (2) Reactant: [CH3:1][C:2]1[CH:3]=[C:4]([NH2:7])[NH:5][N:6]=1.C([O:10][C:11](=O)[CH2:12][C:13](=O)[C:14]1[CH:19]=[CH:18][CH:17]=[CH:16][CH:15]=1)C. Product: [CH3:1][C:2]1[CH:3]=[C:4]2[NH:7][C:13]([C:14]3[CH:19]=[CH:18][CH:17]=[CH:16][CH:15]=3)=[CH:12][C:11](=[O:10])[N:5]2[N:6]=1. The catalyst class is: 52. (3) Reactant: C([O:4][CH2:5][CH2:6][CH2:7][CH2:8][CH2:9][O:10][C:11]1[CH:16]=[C:15]([C:17]2[CH:22]=[CH:21][CH:20]=[CH:19][CH:18]=2)[CH:14]=[C:13]([C:23]2[CH:28]=[CH:27][CH:26]=[CH:25][CH:24]=2)[N:12]=1)(=O)C.[OH-].[Na+]. Product: [C:17]1([C:15]2[CH:14]=[C:13]([C:23]3[CH:24]=[CH:25][CH:26]=[CH:27][CH:28]=3)[N:12]=[C:11]([O:10][CH2:9][CH2:8][CH2:7][CH2:6][CH2:5][OH:4])[CH:16]=2)[CH:18]=[CH:19][CH:20]=[CH:21][CH:22]=1. The catalyst class is: 5. (4) Reactant: [N+:1]([C:4]1[CH:5]=[CH:6][C:7]([O:10][C:11]2[C:16]3[C:17]([CH3:21])([CH3:20])[CH2:18][O:19][C:15]=3[C:14]([CH3:22])=[CH:13][CH:12]=2)=[N:8][CH:9]=1)([O-])=O. Product: [CH3:20][C:17]1([CH3:21])[C:16]2[C:11]([O:10][C:7]3[N:8]=[CH:9][C:4]([NH2:1])=[CH:5][CH:6]=3)=[CH:12][CH:13]=[C:14]([CH3:22])[C:15]=2[O:19][CH2:18]1. The catalyst class is: 50.